Token-level Classification. Given an antigen amino acid sequence, predict which amino acid positions are active epitope sites capable of antibody binding. Output is a list of indices for active positions. From a dataset of B-cell epitopes from IEDB database with 3,159 antigens for binding position prediction. Given the antigen sequence: MKAILVVLLYTFATANADTLCIGYHANNSTDTVDTVLEKNVTVTHSVNLLEDKHNGKLCKLRGVAPLHLGKCNIAGWILGNPECESLSTASSWSYIVETPSSDNGTCYPGDFIDYEELREQLSSVSSFERFEIFPKTSSWPNHDSNKGVTAACPHAGAKSFYKNLIWLVKKGNSYPKLSKSYINDKGKEVLVLWGIHHPSTSADQQSLYQNADAYVFVGSSRYSKKFKPEIAIRPKVRDQEGRMNYYWTLVEPGDKITFEATGNLVVPRYAFAMERNAGSGIIISDTPVHDCNTTCQTPKGAINTSLPFQNIHPITIGKCPKYVKSTKLRLATGLRNIPSIQSRGLFGAIAGFIEGGWTGMVDGWYGYHHQNEQGSGYAADLKSTQNAIDEITNKVNSVIEKMNTQFTAVGKEFNHLEKRIENLNKKVDDGFLDIWTYNAELLVLLENERTLDYHDSNVKNLYEKVRSQLKNNAKEIGNGCFEFYHKCDNTCMESVKNGT..., which amino acid positions are active epitope sites? The epitope positions are: [250, 251, 252, 253, 254, 255, 256, 257, 258, 259, 260, 261, 262, 263, 264]. The amino acids at these positions are: VEPGDKITFEATGNL.